From a dataset of Peptide-MHC class II binding affinity with 134,281 pairs from IEDB. Regression. Given a peptide amino acid sequence and an MHC pseudo amino acid sequence, predict their binding affinity value. This is MHC class II binding data. (1) The peptide sequence is RGGMVAPLYGVEGTK. The MHC is DRB1_0301 with pseudo-sequence DRB1_0301. The binding affinity (normalized) is 0.213. (2) The binding affinity (normalized) is 0.564. The peptide sequence is DLKPGAAWTVYVGIV. The MHC is DRB4_0103 with pseudo-sequence DRB4_0103. (3) The peptide sequence is NKAGVRIYVDIVLNH. The MHC is DRB1_0401 with pseudo-sequence DRB1_0401. The binding affinity (normalized) is 0.463. (4) The peptide sequence is EWVAMTKGEGGVWTFDSEEP. The MHC is HLA-DPA10103-DPB10301 with pseudo-sequence HLA-DPA10103-DPB10301. The binding affinity (normalized) is 0. (5) The peptide sequence is LPSQAFEYILYNKG. The MHC is HLA-DPA10201-DPB11401 with pseudo-sequence HLA-DPA10201-DPB11401. The binding affinity (normalized) is 0.251. (6) The peptide sequence is AFKVAATAANAAPAN. The MHC is HLA-DQA10102-DQB10602 with pseudo-sequence HLA-DQA10102-DQB10602. The binding affinity (normalized) is 0.577.